This data is from NCI-60 drug combinations with 297,098 pairs across 59 cell lines. The task is: Regression. Given two drug SMILES strings and cell line genomic features, predict the synergy score measuring deviation from expected non-interaction effect. Drug 1: C1CCC(CC1)NC(=O)N(CCCl)N=O. Drug 2: C1=NC2=C(N=C(N=C2N1C3C(C(C(O3)CO)O)F)Cl)N. Cell line: MCF7. Synergy scores: CSS=22.7, Synergy_ZIP=-5.89, Synergy_Bliss=0.264, Synergy_Loewe=-3.97, Synergy_HSA=0.959.